Task: Predict the reactants needed to synthesize the given product.. Dataset: Full USPTO retrosynthesis dataset with 1.9M reactions from patents (1976-2016) (1) The reactants are: [F:1][C:2]1[CH:3]=[C:4]([CH:8]2[C:13](=[O:14])[NH:12][CH2:11][CH2:10][N:9]2[CH2:15][C:16]2[CH:17]=[C:18]([C:27]([O:29]CC)=[O:28])[C:19](=[O:26])[N:20]3[C:25]=2[CH:24]=[CH:23][CH:22]=[CH:21]3)[CH:5]=[CH:6][CH:7]=1.[H-].[Na+].I[CH3:35].[Li+].[OH-].Cl. Given the product [F:1][C:2]1[CH:3]=[C:4]([CH:8]2[C:13](=[O:14])[N:12]([CH3:35])[CH2:11][CH2:10][N:9]2[CH2:15][C:16]2[CH:17]=[C:18]([C:27]([OH:29])=[O:28])[C:19](=[O:26])[N:20]3[C:25]=2[CH:24]=[CH:23][CH:22]=[CH:21]3)[CH:5]=[CH:6][CH:7]=1, predict the reactants needed to synthesize it. (2) Given the product [Cl:11][C:9]1[CH:8]=[CH:7][C:3]2[C:4](=[O:5])[NH:6][C:13](=[O:14])[NH:1][C:2]=2[N:10]=1, predict the reactants needed to synthesize it. The reactants are: [NH2:1][C:2]1[N:10]=[C:9]([Cl:11])[CH:8]=[CH:7][C:3]=1[C:4]([NH2:6])=[O:5].C(Cl)(=O)[C:13](Cl)=[O:14]. (3) Given the product [Cl:12][C:10]1[S:11][C:7]([C:5]([O:4][CH:1]([CH3:2])[CH3:16])=[O:6])=[C:8]([CH2:13][OH:14])[N:9]=1, predict the reactants needed to synthesize it. The reactants are: [CH2:1]([O:4][C:5]([C:7]1[S:11][C:10]([Cl:12])=[N:9][C:8]=1[CH2:13][OH:14])=[O:6])[CH:2]=C.N[C:16]1SC(C(OC(C)C)=O)=C(CO)N=1.